This data is from Reaction yield outcomes from USPTO patents with 853,638 reactions. The task is: Predict the reaction yield, written as a fraction of the theoretical maximum amount of product (1.0 means a 100% yield; for example, 0.34 means a 34% yield). (1) The catalyst is C(Cl)Cl. The reactants are CCN(C(C)C)C(C)C.[Cl:10][C:11]1[CH:19]=[C:18]([F:20])[CH:17]=[CH:16][C:12]=1[C:13]([OH:15])=O.CN(C(ON1N=NC2C=CC=CC1=2)=[N+](C)C)C.[B-](F)(F)(F)F.[CH:43]1([C@H:47]([NH:54][CH3:55])[CH2:48][N:49]2[CH2:52][CH:51]([OH:53])[CH2:50]2)[CH2:46][CH2:45][CH2:44]1. The product is [Cl:10][C:11]1[CH:19]=[C:18]([F:20])[CH:17]=[CH:16][C:12]=1[C:13]([N:54]([C@@H:47]([CH:43]1[CH2:46][CH2:45][CH2:44]1)[CH2:48][N:49]1[CH2:50][CH:51]([OH:53])[CH2:52]1)[CH3:55])=[O:15]. The yield is 0.450. (2) The reactants are [C:1]([O:5][C:6]([N:8]1[CH2:11][CH:10]([O:12][C:13]2[CH:18]=[C:17]([Cl:19])[CH:16]=[CH:15][C:14]=2[O:20][CH2:21][C:22]([O:24]CC)=[O:23])[CH2:9]1)=[O:7])([CH3:4])([CH3:3])[CH3:2].[OH-].[Na+].C(Cl)Cl.OS([O-])(=O)=O.[K+]. The catalyst is CO. The product is [C:1]([O:5][C:6]([N:8]1[CH2:11][CH:10]([O:12][C:13]2[CH:18]=[C:17]([Cl:19])[CH:16]=[CH:15][C:14]=2[O:20][CH2:21][C:22]([OH:24])=[O:23])[CH2:9]1)=[O:7])([CH3:4])([CH3:2])[CH3:3]. The yield is 0.570. (3) The reactants are [F:1][C:2]1[C:7]([NH2:8])=[CH:6][CH:5]=[CH:4][C:3]=1[NH:9][CH:10]1[CH2:15][CH2:14]N(C)CC1.[Cl:17][C:18]1[CH:26]=[C:25]([F:27])[CH:24]=[CH:23][C:19]=1[C:20](Cl)=[O:21]. The catalyst is O1CCOCC1. The product is [Cl:17][C:18]1[CH:26]=[C:25]([F:27])[CH:24]=[CH:23][C:19]=1[C:20]([NH:8][C:7]1[CH:6]=[CH:5][CH:4]=[C:3]([NH:9][CH:10]2[CH2:15][CH2:14][CH2:2][CH2:3][N:9]2[CH3:10])[C:2]=1[F:1])=[O:21]. The yield is 0.780. (4) The reactants are [CH3:1][S:2]([O:5][CH2:6][C@H:7]([CH2:13][C:14]1[CH:19]=[CH:18][C:17]2[O:20][CH2:21][O:22][C:16]=2[CH:15]=1)[C:8]([O:10]CC)=[O:9])(=[O:4])=[O:3].C1(C)C=CC(S(O)(=O)=O)=CC=1. The catalyst is C(O)(=O)C. The product is [CH3:1][S:2]([O:5][CH2:6][C@H:7]([CH2:13][C:14]1[CH:19]=[CH:18][C:17]2[O:20][CH2:21][O:22][C:16]=2[CH:15]=1)[C:8]([OH:10])=[O:9])(=[O:3])=[O:4]. The yield is 0.800. (5) The reactants are [NH2:1]/[C:2](/[C:6]1[CH:11]=[CH:10][C:9]([O:12][C:13]2[CH:18]=[CH:17][CH:16]=[CH:15][CH:14]=2)=[CH:8][CH:7]=1)=[CH:3]\[C:4]#[N:5].[C:19]1([CH:25]([C:31](OCC)=[O:32])[C:26](OCC)=[O:27])[CH:24]=[CH:23][CH:22]=[CH:21][CH:20]=1. No catalyst specified. The product is [OH:32][C:31]1[C:3]([C:4]#[N:5])=[C:2]([C:6]2[CH:11]=[CH:10][C:9]([O:12][C:13]3[CH:18]=[CH:17][CH:16]=[CH:15][CH:14]=3)=[CH:8][CH:7]=2)[NH:1][C:26](=[O:27])[C:25]=1[C:19]1[CH:20]=[CH:21][CH:22]=[CH:23][CH:24]=1. The yield is 0.620. (6) The reactants are C1COCC1.[H-].[Na+].[CH3:8][O:9][C:10]1[CH:11]=[C:12]([CH:15]=[CH:16][C:17]=1[N:18]1[CH:22]=[C:21]([CH3:23])[N:20]=[CH:19]1)[CH:13]=O.[C:24]([O:27][CH2:28][CH3:29])(=[O:26])[CH3:25]. The catalyst is O. The product is [CH2:28]([O:27][C:24](=[O:26])/[CH:25]=[CH:13]/[C:12]1[CH:15]=[CH:16][C:17]([N:18]2[CH:22]=[C:21]([CH3:23])[N:20]=[CH:19]2)=[C:10]([O:9][CH3:8])[CH:11]=1)[CH3:29]. The yield is 0.860. (7) The reactants are Br[C:2]1([C:8]#[N:9])[CH:7]=[CH:6][CH:5]=[CH:4][NH:3]1.C[Mg+].[Br-:12].[C:13](Cl)(=[O:15])[CH3:14].[C:17](=O)(O)[O-].[Na+]. The catalyst is C1COCC1. The product is [Br:12][C:5]1[CH:6]=[CH:7][C:2]([C:8]([NH:9][C:13](=[O:15])[CH3:14])=[CH2:17])=[N:3][CH:4]=1. The yield is 0.220.